This data is from Forward reaction prediction with 1.9M reactions from USPTO patents (1976-2016). The task is: Predict the product of the given reaction. (1) Given the reactants C(N(CC)C(C)C)(C)C.Br.Br.[CH3:12][C:13]1([NH2:18])[CH2:15][C:14]1([CH3:17])[NH2:16].[F:19][C:20]1[CH:41]=[CH:40][CH:39]=[C:38]([F:42])[C:21]=1[CH2:22][O:23][C:24]1[C:25]2[N:26]([C:31]([C:35](O)=[O:36])=[C:32]([CH3:34])[N:33]=2)[CH:27]=[C:28]([CH3:30])[CH:29]=1.CN(C(ON1N=NC2C=CC=NC1=2)=[N+](C)C)C.F[P-](F)(F)(F)(F)F.C(O)(C(F)(F)F)=O, predict the reaction product. The product is: [NH2:16][C:14]1([CH3:17])[CH2:15][C:13]1([NH:18][C:35]([C:31]1[N:26]2[CH:27]=[C:28]([CH3:30])[CH:29]=[C:24]([O:23][CH2:22][C:21]3[C:38]([F:42])=[CH:39][CH:40]=[CH:41][C:20]=3[F:19])[C:25]2=[N:33][C:32]=1[CH3:34])=[O:36])[CH3:12]. (2) Given the reactants [O:1]1[CH:5]=[CH:4][N:3]=[C:2]1[CH2:6][OH:7].[Li]CCCC.CCCCCC.[C:19]1([CH3:29])[CH:24]=[CH:23][C:22]([S:25](Cl)(=[O:27])=[O:26])=[CH:21][CH:20]=1.P([O-])(O)(O)=O.[Na+], predict the reaction product. The product is: [CH3:29][C:19]1[CH:24]=[CH:23][C:22]([S:25]([O:7][CH2:6][C:2]2[O:1][CH:5]=[CH:4][N:3]=2)(=[O:27])=[O:26])=[CH:21][CH:20]=1. (3) Given the reactants [Cl:1][C:2]1[CH:9]=[CH:8][CH:7]=[C:6]([Cl:10])[C:3]=1[CH:4]=[O:5].[N+:11]([CH3:14])([O-])=O, predict the reaction product. The product is: [NH2:11][CH2:14][CH:4]([OH:5])[C:3]1[C:2]([Cl:1])=[CH:9][CH:8]=[CH:7][C:6]=1[Cl:10]. (4) Given the reactants [C:1]([C:5]1[CH:6]=[C:7]([NH:11][C:12]([NH:14][C:15]2[CH:20]=[C:19]([O:21][CH:22]3[CH2:27][CH2:26][NH:25][CH2:24][CH2:23]3)[CH:18]=[C:17]([F:28])[CH:16]=2)=[O:13])[N:8]([CH3:10])[N:9]=1)([CH3:4])([CH3:3])[CH3:2].C1([O:35][C:36](=O)[NH2:37])C=CC=CC=1.C(N(CC)C(C)C)(C)C.C(=O)(O)[O-].[Na+], predict the reaction product. The product is: [C:1]([C:5]1[CH:6]=[C:7]([NH:11][C:12](=[O:13])[NH:14][C:15]2[CH:20]=[C:19]([CH:18]=[C:17]([F:28])[CH:16]=2)[O:21][CH:22]2[CH2:23][CH2:24][N:25]([C:36]([NH2:37])=[O:35])[CH2:26][CH2:27]2)[N:8]([CH3:10])[N:9]=1)([CH3:4])([CH3:2])[CH3:3]. (5) The product is: [CH3:13][O:12][C:8]1[CH:9]=[C:10]2[C:5](=[CH:6][CH:7]=1)[N:4]=[C:3]([C:14]([O:16][CH2:17][CH3:18])=[O:15])[C:2]([CH3:20])=[N:11]2.[CH3:31][O:30][C:25]1[CH:24]=[C:23]2[C:28]([N:29]=[C:20]([CH3:37])[C:21]([C:32]([O:34][CH2:35][CH3:36])=[O:33])=[N:22]2)=[CH:27][CH:26]=1. Given the reactants Cl[C:2]1[C:3]([C:14]([O:16][CH2:17][CH3:18])=[O:15])=[N:4][C:5]2[C:10]([N:11]=1)=[CH:9][C:8]([O:12][CH3:13])=[CH:7][CH:6]=2.Cl[C:20]1[C:21]([C:32]([O:34][CH2:35][CH3:36])=[O:33])=[N:22][C:23]2[C:28]([N:29]=1)=[CH:27][CH:26]=[C:25]([O:30][CH3:31])[CH:24]=2.[CH3:37]B1OB(C)OB(C)O1, predict the reaction product. (6) The product is: [N:19]1([C:17]2[CH:16]=[N:15][C:13]3[CH2:14][NH:8][CH2:9][CH2:10][O:11][C:12]=3[N:18]=2)[CH2:20][CH2:21][O:22][CH2:23][CH2:24]1. Given the reactants C([N:8]1[CH2:14][C:13]2[N:15]=[CH:16][C:17]([N:19]3[CH2:24][CH2:23][O:22][CH2:21][CH2:20]3)=[N:18][C:12]=2[O:11][CH2:10][CH2:9]1)C1C=CC=CC=1, predict the reaction product. (7) The product is: [Cl:1][C:2]1[C:3]([C:28]2[C:36]3[C:31](=[CH:32][CH:33]=[CH:34][CH:35]=3)[NH:30][CH:29]=2)=[N:4][C:5]([NH:8][C:9]2[CH:10]=[C:11]([NH:15][C:16](=[O:27])[CH2:17][CH2:18][NH:19][C:20](=[O:26])[O:21][C:22]([CH3:24])([CH3:25])[CH3:23])[CH:12]=[CH:13][CH:14]=2)=[N:6][CH:7]=1. Given the reactants [Cl:1][C:2]1[C:3]([C:28]2[C:36]3[C:31](=[CH:32][CH:33]=[CH:34][CH:35]=3)[N:30](S(C3C=CC=CC=3)(=O)=O)[CH:29]=2)=[N:4][C:5]([NH:8][C:9]2[CH:10]=[C:11]([NH:15][C:16](=[O:27])[CH2:17][CH2:18][NH:19][C:20](=[O:26])[O:21][C:22]([CH3:25])([CH3:24])[CH3:23])[CH:12]=[CH:13][CH:14]=2)=[N:6][CH:7]=1.[OH-].[Na+].[NH4+].[Cl-], predict the reaction product. (8) Given the reactants [Br:1][C:2]1[CH:3]=[C:4]2[C:11]3([C:15](=[O:16])[N:14]([CH3:17])[C:13](SC)=[N:12]3)[CH2:10][CH:9]([C:20]3[CH:25]=[CH:24][CH:23]=[CH:22][C:21]=3[F:26])[O:8][C:5]2=[CH:6][CH:7]=1.[NH4+:27].[I-], predict the reaction product. The product is: [NH2:27][C:13]1[N:14]([CH3:17])[C:15](=[O:16])[C:11]2([C:4]3[C:5](=[CH:6][CH:7]=[C:2]([Br:1])[CH:3]=3)[O:8][CH:9]([C:20]3[CH:25]=[CH:24][CH:23]=[CH:22][C:21]=3[F:26])[CH2:10]2)[N:12]=1.